This data is from Forward reaction prediction with 1.9M reactions from USPTO patents (1976-2016). The task is: Predict the product of the given reaction. (1) Given the reactants [C:1]([O:5][C:6](=[O:28])[N:7]([C:16]1[N:17]=[C:18]([Cl:27])[CH:19]=[C:20]2[C:24]([CH3:25])=[C:23]([CH3:26])[NH:22][C:21]=12)[CH2:8][C:9]1[CH:14]=[CH:13][C:12]([F:15])=[CH:11][CH:10]=1)([CH3:4])([CH3:3])[CH3:2].[CH2:29](Br)[C:30]1[CH:35]=[CH:34][CH:33]=[CH:32][CH:31]=1, predict the reaction product. The product is: [C:1]([O:5][C:6](=[O:28])[N:7]([C:16]1[N:17]=[C:18]([Cl:27])[CH:19]=[C:20]2[C:24]([CH3:25])=[C:23]([CH3:26])[N:22]([CH2:29][C:30]3[CH:35]=[CH:34][CH:33]=[CH:32][CH:31]=3)[C:21]=12)[CH2:8][C:9]1[CH:14]=[CH:13][C:12]([F:15])=[CH:11][CH:10]=1)([CH3:4])([CH3:2])[CH3:3]. (2) Given the reactants Cl[C:2]1[CH:7]=[CH:6][C:5]([C:8](=[O:10])[CH3:9])=[C:4]([N+:11]([O-:13])=[O:12])[CH:3]=1.[CH3:14][C@H:15]1[CH2:20][NH:19][CH2:18][C@@H:17]([CH3:21])[NH:16]1, predict the reaction product. The product is: [CH3:14][C@H:15]1[NH:16][C@@H:17]([CH3:21])[CH2:18][N:19]([C:2]2[CH:7]=[CH:6][C:5]([C:8](=[O:10])[CH3:9])=[C:4]([N+:11]([O-:13])=[O:12])[CH:3]=2)[CH2:20]1. (3) Given the reactants [OH:1][CH2:2][C:3]1[N:8]([CH3:9])[C:7](=[O:10])[C:6]2[S:11][C:12]3[CH2:17][CH2:16][CH2:15][CH2:14][C:13]=3[C:5]=2[C:4]=1[C:18]1[C:19]([CH3:28])=[C:20]2[C:25](=[CH:26][CH:27]=1)[O:24][CH2:23][CH2:22][CH2:21]2, predict the reaction product. The product is: [CH3:9][N:8]1[C:3]([CH:2]=[O:1])=[C:4]([C:18]2[C:19]([CH3:28])=[C:20]3[C:25](=[CH:26][CH:27]=2)[O:24][CH2:23][CH2:22][CH2:21]3)[C:5]2[C:13]3[CH2:14][CH2:15][CH2:16][CH2:17][C:12]=3[S:11][C:6]=2[C:7]1=[O:10]. (4) Given the reactants [CH3:1][C:2]1([C:8]2[CH:13]=[CH:12][C:11]([CH3:14])=[CH:10][CH:9]=2)[C:5](=[O:6])[CH2:4][C:3]1=[O:7].[CH:15](=O)[C:16]1[CH:21]=[CH:20][CH:19]=[CH:18][CH:17]=1.[CH3:23][C:24]1[C:32]2[C:27](=[CH:28][CH:29]=[C:30]([CH3:33])[CH:31]=2)[NH:26][CH:25]=1, predict the reaction product. The product is: [CH3:23][C:24]1[C:32]2[C:27](=[CH:28][CH:29]=[C:30]([CH3:33])[CH:31]=2)[NH:26][C:25]=1[CH:15]([C:16]1[CH:21]=[CH:20][CH:19]=[CH:18][CH:17]=1)[C:4]1[C:5](=[O:6])[C:2]([CH3:1])([C:8]2[CH:13]=[CH:12][C:11]([CH3:14])=[CH:10][CH:9]=2)[C:3]=1[OH:7]. (5) Given the reactants [C:1]([C:4]1[CH:9]=[N:8][CH:7]=[CH:6][N:5]=1)(=[O:3])[CH3:2].[BrH:10].C1C=C[NH+]=CC=1.[Br:17][Br-]Br.C(OCC)C, predict the reaction product. The product is: [BrH:17].[Br:10][CH2:2][C:1]([C:4]1[CH:9]=[N:8][CH:7]=[CH:6][N:5]=1)=[O:3]. (6) Given the reactants [CH3:1][C:2]1[CH:7]=[CH:6][C:5]([O:8][CH3:9])=[CH:4][C:3]=1[N+:10]([O-:12])=[O:11].C1C(=O)N([Br:20])C(=O)C1, predict the reaction product. The product is: [Br:20][CH2:1][C:2]1[CH:7]=[CH:6][C:5]([O:8][CH3:9])=[CH:4][C:3]=1[N+:10]([O-:12])=[O:11].